Dataset: Full USPTO retrosynthesis dataset with 1.9M reactions from patents (1976-2016). Task: Predict the reactants needed to synthesize the given product. (1) Given the product [CH3:1][CH:2]([CH3:23])[CH2:3][CH2:4][CH2:5][CH2:6][CH2:7][CH2:8][C:9]1[CH:10]=[CH:11][C:12]([NH2:15])=[CH:13][CH:14]=1, predict the reactants needed to synthesize it. The reactants are: [CH3:1][CH:2]([CH3:23])[CH2:3][CH2:4][CH2:5][CH2:6][CH2:7][CH2:8][C:9]1[CH:14]=[CH:13][C:12]([NH:15]C(=O)OC(C)(C)C)=[CH:11][CH:10]=1.FC(F)(F)C(O)=O. (2) Given the product [F:21][C:22]([F:29])([F:28])[S:23]([O-:26])(=[O:25])=[O:24].[C:16]([C:12]1[C:11]2[N:7]([C:1]3[CH:2]=[CH:3][CH:4]=[CH:5][CH:6]=3)[CH:8]=[N+:9]([CH3:18])[C:10]=2[CH:15]=[CH:14][CH:13]=1)#[N:17], predict the reactants needed to synthesize it. The reactants are: [C:1]1([N:7]2[C:11]3[C:12]([C:16]#[N:17])=[CH:13][CH:14]=[CH:15][C:10]=3[N:9]=[CH:8]2)[CH:6]=[CH:5][CH:4]=[CH:3][CH:2]=1.[CH2:18](Cl)Cl.[F:21][C:22]([F:29])([F:28])[S:23]([O:26]C)(=[O:25])=[O:24]. (3) Given the product [CH2:28]([N:30]([CH2:31][CH2:32][OH:33])[CH2:2][CH2:3][CH2:4][CH2:5][O:6][C:7]1[CH:12]=[CH:11][C:10]([N:13]([CH3:27])[S:14]([C:17]2[CH:22]=[CH:21][C:20]([C:23]([F:26])([F:25])[F:24])=[CH:19][CH:18]=2)(=[O:16])=[O:15])=[CH:9][CH:8]=1)[CH3:29], predict the reactants needed to synthesize it. The reactants are: Br[CH2:2][CH2:3][CH2:4][CH2:5][O:6][C:7]1[CH:12]=[CH:11][C:10]([N:13]([CH3:27])[S:14]([C:17]2[CH:22]=[CH:21][C:20]([C:23]([F:26])([F:25])[F:24])=[CH:19][CH:18]=2)(=[O:16])=[O:15])=[CH:9][CH:8]=1.[CH2:28]([NH:30][CH2:31][CH2:32][OH:33])[CH3:29]. (4) Given the product [Cl:54][C:55]1[CH:56]=[N:57][C:58]2[N:59]([N:61]=[C:62]([CH2:64][C:9]3[C:10](=[O:12])[O:11][C:6]([CH:1]4[CH2:5][CH2:4][CH2:3][CH2:2]4)([CH2:14][CH2:15][C:16]4[CH:21]=[CH:20][C:19]([C:22]([OH:25])([CH3:23])[CH3:24])=[C:18]([F:26])[CH:17]=4)[CH2:7][C:8]=3[OH:13])[N:63]=2)[CH:60]=1, predict the reactants needed to synthesize it. The reactants are: [CH:1]1([C:6]2([CH2:14][CH2:15][C:16]3[CH:21]=[CH:20][C:19]([C:22]([OH:25])([CH3:24])[CH3:23])=[C:18]([F:26])[CH:17]=3)[O:11][C:10](=[O:12])[CH2:9][C:8](=[O:13])[CH2:7]2)[CH2:5][CH2:4][CH2:3][CH2:2]1.C1(C2(CCC3C=CC(C(C)(C)C#N)=C(F)C=3)CC(=O)CC(=O)O2)CCCC1.[Cl:54][C:55]1[CH:56]=[N:57][C:58]2[N:59]([N:61]=[C:62]([CH:64]=O)[N:63]=2)[CH:60]=1.CC1C=C(C)N2N=C(C=O)N=C2N=1. (5) The reactants are: [C:1]1(B(O)O)[CH:6]=[CH:5][CH:4]=[CH:3][CH:2]=1.[F-].[K+].Br[C:13]1[CH:18]=[C:17]([CH3:19])[CH:16]=[CH:15][C:14]=1[CH3:20]. Given the product [CH3:20][C:14]1[CH:15]=[CH:16][C:17]([CH3:19])=[CH:18][C:13]=1[C:1]1[CH:6]=[CH:5][CH:4]=[CH:3][CH:2]=1, predict the reactants needed to synthesize it.